This data is from Forward reaction prediction with 1.9M reactions from USPTO patents (1976-2016). The task is: Predict the product of the given reaction. (1) Given the reactants [Cl:1][C:2]1[CH:18]=[CH:17][C:5]2[CH2:6][CH2:7][N:8]([C:11](=[O:16])[C:12]([F:15])([F:14])[F:13])[CH2:9][CH2:10][C:4]=2[C:3]=1OS(C(F)(F)F)(=O)=O.[Cl:27][C:28]1[CH:36]=[CH:35][C:31]([CH:32]([NH2:34])[CH3:33])=[CH:30][CH:29]=1, predict the reaction product. The product is: [Cl:1][C:2]1[CH:18]=[CH:17][C:5]2[CH2:6][CH2:7][N:8]([C:11](=[O:16])[C:12]([F:15])([F:14])[F:13])[CH2:9][CH2:10][C:4]=2[C:3]=1[NH:34][CH:32]([C:31]1[CH:35]=[CH:36][C:28]([Cl:27])=[CH:29][CH:30]=1)[CH3:33]. (2) Given the reactants [CH3:1][O:2][C:3]1[CH:20]=[CH:19][C:6]([C:7]([NH:9][C:10]2[N:18]=[CH:17][N:16]=[C:15]3[C:11]=2[NH:12][CH:13]=[N:14]3)=[O:8])=[CH:5][CH:4]=1.CN(C=O)C.[H-].[Na+].[C:28]([O:32][C:33](=[O:36])[CH2:34]Br)([CH3:31])([CH3:30])[CH3:29], predict the reaction product. The product is: [CH3:1][O:2][C:3]1[CH:4]=[CH:5][C:6]([C:7]([NH:9][C:10]2[N:18]=[CH:17][N:16]=[C:15]3[C:11]=2[N:12]=[CH:13][N:14]3[CH2:34][C:33]([O:32][C:28]([CH3:31])([CH3:30])[CH3:29])=[O:36])=[O:8])=[CH:19][CH:20]=1. (3) Given the reactants Cl.[NH2:2][CH2:3][C:4]1[CH:9]=[C:8]([Cl:10])[CH:7]=[CH:6][C:5]=1[N:11]([CH3:16])[S:12]([CH3:15])(=[O:14])=[O:13].[C:17](=[O:20])([O-])[O-:18].[Na+].[Na+].[CH:23]1[C:28]([N+:29]([O-:31])=[O:30])=[CH:27][CH:26]=[C:25]([Cl-]C([O-])=O)[CH:24]=1, predict the reaction product. The product is: [Cl:10][C:8]1[CH:7]=[CH:6][C:5]([N:11]([CH3:16])[S:12]([CH3:15])(=[O:14])=[O:13])=[C:4]([CH:9]=1)[CH2:3][NH:2][C:17](=[O:20])[O:18][C:25]1[CH:24]=[CH:23][C:28]([N+:29]([O-:31])=[O:30])=[CH:27][CH:26]=1. (4) The product is: [OH:20][N:19]=[C:11]([C:9]1[N:8]=[N:7][N:6]([CH2:5][C:4]2[CH:13]=[C:14]([Cl:18])[C:15]([Cl:16])=[C:2]([Cl:1])[CH:3]=2)[CH:10]=1)[NH2:12]. Given the reactants [Cl:1][C:2]1[CH:3]=[C:4]([CH:13]=[C:14](Cl)[C:15]=1[Cl:16])[CH2:5][N:6]1[CH:10]=[C:9]([C:11]#[N:12])[N:8]=[N:7]1.[ClH:18].[NH2:19][OH:20].C(N(CC)CC)C, predict the reaction product. (5) The product is: [OH:53][CH2:52][C:49]1[NH:48][C:47]2[CH:46]=[CH:45][CH:44]=[C:43]([NH:42][C:40](=[S:41])[NH:39][C:70]3[CH:71]=[C:66]([CH:67]=[CH:68][C:69]=3[O:2][CH:3]([CH3:8])[CH3:4])[C:65]([NH2:64])=[O:72])[C:51]=2[N:50]=1. Given the reactants C[O:2][C:3]1[CH:8]=CC=C[C:4]=1NC(=S)NC1C2N=C(NC(=O)C3C=CC=CC=3)NC=2C=CC=1.COC1C=CC=CC=1[N:39]=[C:40]=[S:41].[NH2:42][C:43]1[C:51]2[N:50]=[C:49]([CH2:52][OH:53])[NH:48][C:47]=2[CH:46]=[CH:45][CH:44]=1.NC1C2N=C([NH:64][C:65](=[O:72])[C:66]3[CH:71]=[CH:70][CH:69]=[CH:68][CH:67]=3)NC=2C=CC=1, predict the reaction product. (6) Given the reactants [OH-].[Na+].[CH3:3][CH:4]1[N:10]2[C:11]3[CH:12]=[C:13]([C:18]([O:20]CC)=[O:19])[CH:14]=[CH:15][C:16]=3[CH:17]=[C:9]2[C:8](=[O:23])[NH:7][CH2:6][CH2:5]1.Cl, predict the reaction product. The product is: [CH3:3][CH:4]1[N:10]2[C:11]3[CH:12]=[C:13]([C:18]([OH:20])=[O:19])[CH:14]=[CH:15][C:16]=3[CH:17]=[C:9]2[C:8](=[O:23])[NH:7][CH2:6][CH2:5]1. (7) The product is: [Cl:12][C:13]1[N:18]=[C:17]([NH:11][C@H:9]([C:6]2[N:7]=[CH:8][C:3]([F:2])=[CH:4][N:5]=2)[CH3:10])[N:16]=[C:15]([NH:20][C:21]2[N:22]=[CH:23][N:24]([CH2:26][CH2:27][C:28]3[CH:32]=[CH:31][S:30][CH:29]=3)[CH:25]=2)[N:14]=1. Given the reactants Cl.[F:2][C:3]1[CH:4]=[N:5][C:6]([C@@H:9]([NH2:11])[CH3:10])=[N:7][CH:8]=1.[Cl:12][C:13]1[N:18]=[C:17](Cl)[N:16]=[C:15]([NH:20][C:21]2[N:22]=[CH:23][N:24]([CH2:26][CH2:27][C:28]3[CH:32]=[CH:31][S:30][CH:29]=3)[CH:25]=2)[N:14]=1, predict the reaction product.